The task is: Predict the reaction yield, written as a fraction of the theoretical maximum amount of product (1.0 means a 100% yield; for example, 0.34 means a 34% yield).. This data is from Reaction yield outcomes from USPTO patents with 853,638 reactions. The yield is 0.390. The reactants are [N:1]1([CH2:7][CH2:8][CH2:9][CH2:10][CH2:11][CH2:12][CH2:13][CH2:14][CH2:15][CH2:16][CH2:17][CH2:18][OH:19])[CH2:6][CH2:5][O:4][CH2:3][CH2:2]1.C[Si](O[Cr](O[Si](C)(C)C)(=O)=O)(C)C. The product is [N:1]1([CH2:7][CH2:8][CH2:9][CH2:10][CH2:11][CH2:12][CH2:13][CH2:14][CH2:15][CH2:16][CH2:17][CH:18]=[O:19])[CH2:6][CH2:5][O:4][CH2:3][CH2:2]1. The catalyst is ClCCl.